Task: Predict the product of the given reaction.. Dataset: Forward reaction prediction with 1.9M reactions from USPTO patents (1976-2016) (1) Given the reactants C(OC([NH:8][S:9]([N:12]([CH3:50])[CH:13]1[CH2:17][CH2:16][N:15]([CH2:18][CH2:19][N:20]([CH3:49])[C@@H:21]2[CH2:28][N:27]3[C:29]4[CH:30]=[C:31]([C:42]([OH:44])=[O:43])[CH:32]=[CH:33][C:34]=4[C:35]([CH:36]4[CH2:41][CH2:40][CH2:39][CH2:38][CH2:37]4)=[C:26]3[C:25]3[CH:45]=[CH:46][CH:47]=[CH:48][C:24]=3[O:23][CH2:22]2)[CH2:14]1)(=[O:11])=[O:10])=O)(C)(C)C.C(O)(C(F)(F)F)=O, predict the reaction product. The product is: [NH2:8][S:9]([N:12]([CH3:50])[CH:13]1[CH2:17][CH2:16][N:15]([CH2:18][CH2:19][N:20]([CH3:49])[C@@H:21]2[CH2:28][N:27]3[C:29]4[CH:30]=[C:31]([C:42]([OH:44])=[O:43])[CH:32]=[CH:33][C:34]=4[C:35]([CH:36]4[CH2:37][CH2:38][CH2:39][CH2:40][CH2:41]4)=[C:26]3[C:25]3[CH:45]=[CH:46][CH:47]=[CH:48][C:24]=3[O:23][CH2:22]2)[CH2:14]1)(=[O:11])=[O:10]. (2) Given the reactants [CH2:1]([O:3][C:4]([C:6]1[NH:7][C:8]([CH3:11])=[CH:9][CH:10]=1)=[O:5])[CH3:2].[CH3:12][O:13][C:14]1[CH:15]=[C:16]([CH2:20][C:21](Cl)=[O:22])[CH:17]=[CH:18][CH:19]=1, predict the reaction product. The product is: [CH2:1]([O:3][C:4]([C:6]1[NH:7][C:8]([CH3:11])=[C:9]([C:21](=[O:22])[CH2:20][C:16]2[CH:17]=[CH:18][CH:19]=[C:14]([O:13][CH3:12])[CH:15]=2)[CH:10]=1)=[O:5])[CH3:2]. (3) Given the reactants O[C:2]1[C:7]([C:8]([OH:10])=O)=[CH:6][N:5]=[C:4]([C:11]([F:14])([F:13])[F:12])[N:3]=1.[C:15](=[O:18])([O-])[O-].[K+].[K+].I[CH2:22][CH3:23].[OH2:24].[CH3:25]N(C)C=O, predict the reaction product. The product is: [CH2:22]([O:24][C:8]([C:7]1[C:6]([O:18][CH2:15][CH3:25])=[N:5][C:4]([C:11]([F:14])([F:13])[F:12])=[N:3][CH:2]=1)=[O:10])[CH3:23]. (4) Given the reactants C[O:2][C:3]1[CH:12]=[C:11]2[C:6]([C@H:7]([C:21]3[CH:26]=[CH:25][C:24]([O:27][CH2:28][CH2:29][N:30]4[CH2:34][CH2:33][CH2:32][CH2:31]4)=[CH:23][CH:22]=3)[C@H:8]([C:13]3[CH:18]=[CH:17][CH:16]=[C:15]([O:19]C)[CH:14]=3)[CH2:9][O:10]2)=[CH:5][CH:4]=1.Cl.N1C=CC=CC=1, predict the reaction product. The product is: [OH:2][C:3]1[CH:12]=[C:11]2[C:6]([C@H:7]([C:21]3[CH:26]=[CH:25][C:24]([O:27][CH2:28][CH2:29][N:30]4[CH2:31][CH2:32][CH2:33][CH2:34]4)=[CH:23][CH:22]=3)[C@H:8]([C:13]3[CH:18]=[CH:17][CH:16]=[C:15]([OH:19])[CH:14]=3)[CH2:9][O:10]2)=[CH:5][CH:4]=1. (5) Given the reactants [Cl:1][C:2]1[CH:7]=[CH:6][C:5]([N:8]=[C:9]2[NH:13][C:12](=[O:14])[C:11](=[CH:15][C:16]3[O:17][C:18]([CH3:21])=[CH:19][CH:20]=3)[S:10]2)=[CH:4][CH:3]=1.[BH4-].[Na+], predict the reaction product. The product is: [Cl:1][C:2]1[CH:3]=[CH:4][C:5]([N:8]=[C:9]2[NH:13][C:12](=[O:14])[CH:11]([CH2:15][C:16]3[O:17][C:18]([CH3:21])=[CH:19][CH:20]=3)[S:10]2)=[CH:6][CH:7]=1. (6) The product is: [CH2:1]([O:3][C:4](=[O:14])[C:5]1[CH:10]=[CH:9][C:8]([C:11]2[S:15][C:16]([CH3:20])=[C:17]([OH:18])[N:12]=2)=[CH:7][C:6]=1[F:13])[CH3:2]. Given the reactants [CH2:1]([O:3][C:4](=[O:14])[C:5]1[CH:10]=[CH:9][C:8]([C:11]#[N:12])=[CH:7][C:6]=1[F:13])[CH3:2].[SH:15][CH:16]([CH3:20])[C:17](O)=[O:18].N1C=CC=CC=1, predict the reaction product. (7) Given the reactants [CH3:1][CH:2]([N:19]1[CH2:24][C@@H:23]2[CH2:25][C@H:20]1[CH2:21][N:22]2[CH2:26][C:27]1[CH:36]=[CH:35][C:30]([C:31]([O:33]C)=[O:32])=[CH:29][CH:28]=1)[C:3](=[O:18])[NH:4][C:5]1[CH:10]=[CH:9][C:8]([O:11][C:12]2[CH:17]=[CH:16][CH:15]=[CH:14][CH:13]=2)=[CH:7][CH:6]=1.CO, predict the reaction product. The product is: [CH3:1][CH:2]([N:19]1[CH2:24][C@@H:23]2[CH2:25][C@H:20]1[CH2:21][N:22]2[CH2:26][C:27]1[CH:28]=[CH:29][C:30]([C:31]([OH:33])=[O:32])=[CH:35][CH:36]=1)[C:3](=[O:18])[NH:4][C:5]1[CH:6]=[CH:7][C:8]([O:11][C:12]2[CH:13]=[CH:14][CH:15]=[CH:16][CH:17]=2)=[CH:9][CH:10]=1. (8) Given the reactants [Cl:1][C:2]1[N:10]=[C:9]2[C:5]([N:6]([CH2:11][C:12]3[CH:17]=[CH:16][C:15]([C:18]([F:21])([F:20])[F:19])=[CH:14][C:13]=3[N+:22]([O-:24])=[O:23])[CH:7]=[N:8]2)=[C:4](Cl)[N:3]=1.Cl.[CH:27]1([C@H:31]([NH2:33])[CH3:32])[CH2:30][CH2:29][CH2:28]1.C(N(CC)C(C)C)(C)C, predict the reaction product. The product is: [Cl:1][C:2]1[N:10]=[C:9]2[C:5]([N:6]([CH2:11][C:12]3[CH:17]=[CH:16][C:15]([C:18]([F:20])([F:21])[F:19])=[CH:14][C:13]=3[N+:22]([O-:24])=[O:23])[CH:7]=[N:8]2)=[C:4]([NH:33][C@@H:31]([CH:27]2[CH2:30][CH2:29][CH2:28]2)[CH3:32])[N:3]=1.